From a dataset of Full USPTO retrosynthesis dataset with 1.9M reactions from patents (1976-2016). Predict the reactants needed to synthesize the given product. (1) Given the product [CH:8]1[C:9]2[C:4](=[N:1][C:22]3[C:17]([C:16]=2[NH:1][C:4]2[CH:9]=[CH:8][C:7]([N:10]4[CH2:15][CH2:14][N:13]([CH2:16][C:17]5[CH:22]=[CH:21][CH:20]=[CH:19][CH:18]=5)[CH2:12][CH2:11]4)=[CH:6][CH:5]=2)=[CH:18][CH:19]=[CH:20][CH:21]=3)[CH:5]=[CH:6][CH:7]=1, predict the reactants needed to synthesize it. The reactants are: [N+:1]([C:4]1[CH:9]=[CH:8][C:7]([N:10]2[CH2:15][CH2:14][NH:13][CH2:12][CH2:11]2)=[CH:6][CH:5]=1)([O-])=O.[CH2:16](Br)[C:17]1[CH:22]=[CH:21][CH:20]=[CH:19][CH:18]=1.CI. (2) Given the product [CH:22]1([C:10]2[N:9]=[C:8]([C:4]3[CH:3]=[C:2]([C:33]4[CH:32]=[CH:31][CH:30]=[C:29]([S:26]([CH3:25])(=[O:28])=[O:27])[CH:34]=4)[CH:7]=[CH:6][CH:5]=3)[C:17]3[C:12](=[C:13]([C:18]([F:21])([F:20])[F:19])[CH:14]=[CH:15][CH:16]=3)[N:11]=2)[CH2:24][CH2:23]1, predict the reactants needed to synthesize it. The reactants are: Br[C:2]1[CH:3]=[C:4]([C:8]2[C:17]3[C:12](=[C:13]([C:18]([F:21])([F:20])[F:19])[CH:14]=[CH:15][CH:16]=3)[N:11]=[C:10]([CH:22]3[CH2:24][CH2:23]3)[N:9]=2)[CH:5]=[CH:6][CH:7]=1.[CH3:25][S:26]([C:29]1[CH:30]=[C:31](B(O)O)[CH:32]=[CH:33][CH:34]=1)(=[O:28])=[O:27]. (3) Given the product [S:13]1[C:17]2[CH:18]=[CH:19][CH:20]=[C:21]([O:22][C:3]3[C:4]([F:11])=[CH:5][C:6]([NH2:8])=[CH:7][C:2]=3[Cl:1])[C:16]=2[CH:15]=[N:14]1, predict the reactants needed to synthesize it. The reactants are: [Cl:1][C:2]1[CH:7]=[C:6]([N+:8]([O-])=O)[CH:5]=[C:4]([F:11])[C:3]=1F.[S:13]1[C:17]2=[CH:18][CH:19]=[CH:20][C:21]([OH:22])=[C:16]2[CH:15]=[N:14]1.C(=O)([O-])[O-].[K+].[K+].O. (4) Given the product [F:1][C:2]1[CH:3]=[C:4]2[C:8](=[CH:9][CH:10]=1)[NH:7][CH:6]=[C:5]2[CH:11]1[CH2:16][CH2:15][N:14]([CH2:25][CH2:26][CH2:27][C:28]([N:30]2[CH2:39][CH2:38][C:37]3[C:32](=[CH:33][CH:34]=[CH:35][CH:36]=3)[CH2:31]2)=[O:29])[CH2:13][CH2:12]1, predict the reactants needed to synthesize it. The reactants are: [F:1][C:2]1[CH:3]=[C:4]2[C:8](=[CH:9][CH:10]=1)[NH:7][CH:6]=[C:5]2[CH:11]1[CH2:16][CH2:15][NH:14][CH2:13][CH2:12]1.O1CCCC1.[I-].[K+].Cl[CH2:25][CH2:26][CH2:27][C:28]([N:30]1[CH2:39][CH2:38][C:37]2[C:32](=[CH:33][CH:34]=[CH:35][CH:36]=2)[CH2:31]1)=[O:29]. (5) Given the product [C:1]([O:5][C:6]([N:8]1[CH2:13][CH2:12][N:11]([CH:14]([C:17]2[CH:22]=[CH:21][CH:20]=[CH:19][C:18]=2[F:23])[CH2:15][NH:16][S:34]([CH3:33])(=[O:36])=[O:35])[CH2:10][CH2:9]1)=[O:7])([CH3:4])([CH3:2])[CH3:3], predict the reactants needed to synthesize it. The reactants are: [C:1]([O:5][C:6]([N:8]1[CH2:13][CH2:12][N:11]([CH:14]([C:17]2[CH:22]=[CH:21][CH:20]=[CH:19][C:18]=2[F:23])[CH2:15][NH2:16])[CH2:10][CH2:9]1)=[O:7])([CH3:4])([CH3:3])[CH3:2].C(N(C(C)C)CC)(C)C.[CH3:33][S:34](Cl)(=[O:36])=[O:35]. (6) Given the product [CH2:15]([N:14]1[C:22]2[C:23](=[O:36])[N:24]([CH2:33][CH2:34][CH3:35])[C:25](=[O:32])[N:26]([CH2:29][CH2:30][CH3:31])[C:27]=2[N:28]=[C:13]1[C:8]12[CH2:7][CH2:6][C:5]([C:3]([OH:2])=[O:4])([CH2:12][CH2:11]1)[CH2:10][CH2:9]2)[C:16]1[CH:21]=[CH:20][CH:19]=[CH:18][CH:17]=1, predict the reactants needed to synthesize it. The reactants are: C[O:2][C:3]([C:5]12[CH2:12][CH2:11][C:8]([C:13](=O)[N:14]([C:22]3[C:23](=[O:36])[N:24]([CH2:33][CH2:34][CH3:35])[C:25](=[O:32])[N:26]([CH2:29][CH2:30][CH3:31])[C:27]=3[NH2:28])[CH2:15][C:16]3[CH:21]=[CH:20][CH:19]=[CH:18][CH:17]=3)([CH2:9][CH2:10]1)[CH2:7][CH2:6]2)=[O:4].[OH-].[K+]. (7) Given the product [C:1]([O:5][C:6]([N:8]1[CH2:13][CH:12]([O:14][CH2:15][C:16]2[CH:25]=[CH:24][C:23]3[C:18](=[CH:19][CH:20]=[CH:21][CH:22]=3)[CH:17]=2)[CH:11]([C:26]2[CH:27]=[CH:28][C:29]([O:32][CH2:33][CH2:34][CH2:35][O:36][CH2:37][C:38]3[CH:39]=[CH:40][CH:41]=[CH:42][CH:43]=3)=[CH:30][CH:31]=2)[CH:10]([CH2:44][O:45][CH2:48][CH:47]=[CH2:46])[CH2:9]1)=[O:7])([CH3:3])([CH3:4])[CH3:2], predict the reactants needed to synthesize it. The reactants are: [C:1]([O:5][C:6]([N:8]1[CH2:13][CH:12]([O:14][CH2:15][C:16]2[CH:25]=[CH:24][C:23]3[C:18](=[CH:19][CH:20]=[CH:21][CH:22]=3)[CH:17]=2)[CH:11]([C:26]2[CH:31]=[CH:30][C:29]([O:32][CH2:33][CH2:34][CH2:35][O:36][CH2:37][C:38]3[CH:43]=[CH:42][CH:41]=[CH:40][CH:39]=3)=[CH:28][CH:27]=2)[CH:10]([CH2:44][OH:45])[CH2:9]1)=[O:7])([CH3:4])([CH3:3])[CH3:2].[CH2:46](Br)[CH:47]=[CH2:48]. (8) Given the product [OH:9][CH2:8][C:5]1[CH:6]=[CH:7][C:2]([C:40]#[N:41])=[CH:3][C:4]=1[CH3:10], predict the reactants needed to synthesize it. The reactants are: Br[C:2]1[CH:7]=[CH:6][C:5]([CH2:8][OH:9])=[C:4]([CH3:10])[CH:3]=1.COC1C=CC=C(OC)C=1C1C=CC=CC=1P(C1CCCCC1)C1CCCCC1.[CH3:40][N:41](C=O)C.O. (9) Given the product [C:18]([CH:5]1[CH2:6][CH:7]([C:10]2[CH:15]=[CH:14][CH:13]=[CH:12][CH:11]=2)[CH2:8][CH2:9][C:4]1=[O:3])([CH3:21])([CH3:20])[CH3:19], predict the reactants needed to synthesize it. The reactants are: C[Si](C)(C)[O:3][C:4]1[CH2:9][CH2:8][CH:7]([C:10]2[CH:15]=[CH:14][CH:13]=[CH:12][CH:11]=2)[CH2:6][CH:5]=1.[C:18](Cl)([CH3:21])([CH3:20])[CH3:19]. (10) Given the product [ClH:25].[CH3:15][C:1]1[CH:6]=[CH:5][CH:4]=[CH:3][C:2]=1[C:7]1[C:8](=[O:14])[NH:9][C:10](=[O:13])[N:11]([CH2:26][CH2:27][CH2:28][N:29]2[CH2:34][C@H:33]3[C@:31]([C:35]4[CH:40]=[CH:39][C:38]([C:41]([F:44])([F:42])[F:43])=[CH:37][CH:36]=4)([CH2:32]3)[CH2:30]2)[CH:12]=1, predict the reactants needed to synthesize it. The reactants are: [C:1]1([CH3:15])[CH:6]=[CH:5][CH:4]=[CH:3][C:2]=1[C:7]1[C:8](=[O:14])[NH:9][C:10](=[O:13])[NH:11][CH:12]=1.C(N(C(C)C)C(C)C)C.[Cl:25][CH2:26][CH2:27][CH2:28][N:29]1[CH2:34][C@H:33]2[C@:31]([C:35]3[CH:40]=[CH:39][C:38]([C:41]([F:44])([F:43])[F:42])=[CH:37][CH:36]=3)([CH2:32]2)[CH2:30]1.